Dataset: NCI-60 drug combinations with 297,098 pairs across 59 cell lines. Task: Regression. Given two drug SMILES strings and cell line genomic features, predict the synergy score measuring deviation from expected non-interaction effect. (1) Drug 1: CC1C(C(CC(O1)OC2CC(OC(C2O)C)OC3=CC4=CC5=C(C(=O)C(C(C5)C(C(=O)C(C(C)O)O)OC)OC6CC(C(C(O6)C)O)OC7CC(C(C(O7)C)O)OC8CC(C(C(O8)C)O)(C)O)C(=C4C(=C3C)O)O)O)O. Drug 2: C1=NC2=C(N=C(N=C2N1C3C(C(C(O3)CO)O)F)Cl)N. Cell line: EKVX. Synergy scores: CSS=24.5, Synergy_ZIP=-7.61, Synergy_Bliss=-4.45, Synergy_Loewe=-0.748, Synergy_HSA=-2.22. (2) Drug 1: CC1=C(C=C(C=C1)NC2=NC=CC(=N2)N(C)C3=CC4=NN(C(=C4C=C3)C)C)S(=O)(=O)N.Cl. Drug 2: CC1=C2C(C(=O)C3(C(CC4C(C3C(C(C2(C)C)(CC1OC(=O)C(C(C5=CC=CC=C5)NC(=O)OC(C)(C)C)O)O)OC(=O)C6=CC=CC=C6)(CO4)OC(=O)C)O)C)O. Cell line: NCI-H460. Synergy scores: CSS=58.2, Synergy_ZIP=23.9, Synergy_Bliss=22.7, Synergy_Loewe=-17.9, Synergy_HSA=20.3.